Dataset: Catalyst prediction with 721,799 reactions and 888 catalyst types from USPTO. Task: Predict which catalyst facilitates the given reaction. Reactant: [CH3:1][CH:2]([C:4]1[C:8]2[C:9]([O:13][C:14]3[CH:19]=[CH:18][C:17]([N+:20]([O-])=O)=[CH:16][N:15]=3)=[CH:10][CH:11]=[CH:12][C:7]=2[O:6][N:5]=1)[CH3:3].O.O.[Sn](Cl)Cl. Product: [CH3:3][CH:2]([C:4]1[C:8]2[C:9]([O:13][C:14]3[N:15]=[CH:16][C:17]([NH2:20])=[CH:18][CH:19]=3)=[CH:10][CH:11]=[CH:12][C:7]=2[O:6][N:5]=1)[CH3:1]. The catalyst class is: 8.